The task is: Predict which catalyst facilitates the given reaction.. This data is from Catalyst prediction with 721,799 reactions and 888 catalyst types from USPTO. (1) Reactant: [CH3:1][O:2][C:3]1[CH:12]=[CH:11][C:6]([C:7]([O:9][CH3:10])=[O:8])=[C:5](OS(C(F)(F)F)(=O)=O)[CH:4]=1.[CH:21]1([C:24]#[CH:25])[CH2:23][CH2:22]1. Product: [CH:21]1([C:24]#[C:25][C:5]2[CH:4]=[C:3]([O:2][CH3:1])[CH:12]=[CH:11][C:6]=2[C:7]([O:9][CH3:10])=[O:8])[CH2:23][CH2:22]1. The catalyst class is: 538. (2) Reactant: [NH2:1][C:2]1[C:7]([C:8]#[N:9])=[C:6]([C:10]2[CH:15]=[CH:14][C:13]([NH:16][C:17](=[O:19])[CH3:18])=[CH:12][CH:11]=2)[C:5]([C:20]#[N:21])=[C:4]([SH:22])[N:3]=1.Cl.[N:24]1[CH:29]=[CH:28][CH:27]=[CH:26][C:25]=1[CH2:30]Cl.C(=O)([O-])O.[Na+].O. Product: [NH2:1][C:2]1[C:7]([C:8]#[N:9])=[C:6]([C:10]2[CH:11]=[CH:12][C:13]([NH:16][C:17](=[O:19])[CH3:18])=[CH:14][CH:15]=2)[C:5]([C:20]#[N:21])=[C:4]([S:22][CH2:30][C:25]2[CH:26]=[CH:27][CH:28]=[CH:29][N:24]=2)[N:3]=1. The catalyst class is: 3. (3) Reactant: [Si:1]([O:8][CH2:9][CH2:10][C:11]1[S:15][C:14]([CH:16]=[O:17])=[CH:13][CH:12]=1)([C:4]([CH3:7])([CH3:6])[CH3:5])([CH3:3])[CH3:2].[BH4-].[Na+]. Product: [Si:1]([O:8][CH2:9][CH2:10][C:11]1[S:15][C:14]([CH2:16][OH:17])=[CH:13][CH:12]=1)([C:4]([CH3:6])([CH3:7])[CH3:5])([CH3:3])[CH3:2]. The catalyst class is: 8. (4) Reactant: [F:1][CH:2]([F:26])[CH2:3][N:4]1[CH2:21][CH:20]([C:22](=O)[CH2:23][CH3:24])[O:19][C:6]2([CH2:11][CH2:10][N:9]([C:12]([O:14][C:15]([CH3:18])([CH3:17])[CH3:16])=[O:13])[CH2:8][CH2:7]2)[CH2:5]1.C[N:28]([CH:30](OC)OC)C.[NH2:35]N. Product: [F:26][CH:2]([F:1])[CH2:3][N:4]1[CH2:21][CH:20]([C:22]2[NH:35][N:28]=[CH:30][C:23]=2[CH3:24])[O:19][C:6]2([CH2:7][CH2:8][N:9]([C:12]([O:14][C:15]([CH3:16])([CH3:18])[CH3:17])=[O:13])[CH2:10][CH2:11]2)[CH2:5]1. The catalyst class is: 5. (5) Reactant: CS(O[CH:6]1[CH2:11][CH:10]([C:12]2[CH:17]=[CH:16][C:15]([Cl:18])=[CH:14][CH:13]=2)[O:9][C:8]([CH3:20])([CH3:19])[CH2:7]1)(=O)=O.C([O-])([O-])=O.[Cs+].[Cs+].[F:27][C:28]([F:37])([F:36])[C:29]1[CH:30]=[C:31]([SH:35])[CH:32]=[CH:33][CH:34]=1.OS([O-])(=O)=O.[K+]. Product: [Cl:18][C:15]1[CH:14]=[CH:13][C:12]([CH:10]2[O:9][C:8]([CH3:19])([CH3:20])[CH2:7][CH:6]([S:35][C:31]3[CH:32]=[CH:33][CH:34]=[C:29]([C:28]([F:27])([F:36])[F:37])[CH:30]=3)[CH2:11]2)=[CH:17][CH:16]=1. The catalyst class is: 3.